Dataset: Full USPTO retrosynthesis dataset with 1.9M reactions from patents (1976-2016). Task: Predict the reactants needed to synthesize the given product. Given the product [Cl:20][C:21]1[CH:29]=[CH:28][C:24]([C:25]([NH:14][C:12]2[S:13][C:9]([C:7]([CH:4]3[CH2:5][CH2:6][O:1][CH2:2][CH2:3]3)=[O:8])=[C:10]([C:15]3[O:16][CH:17]=[CH:18][CH:19]=3)[N:11]=2)=[O:26])=[CH:23][N:22]=1, predict the reactants needed to synthesize it. The reactants are: [O:1]1[CH2:6][CH2:5][CH:4]([C:7]([C:9]2[S:13][C:12]([NH2:14])=[N:11][C:10]=2[C:15]2[O:16][CH:17]=[CH:18][CH:19]=2)=[O:8])[CH2:3][CH2:2]1.[Cl:20][C:21]1[CH:29]=[CH:28][C:24]([C:25](Cl)=[O:26])=[CH:23][N:22]=1.O.